This data is from Peptide-MHC class II binding affinity with 134,281 pairs from IEDB. The task is: Regression. Given a peptide amino acid sequence and an MHC pseudo amino acid sequence, predict their binding affinity value. This is MHC class II binding data. The peptide sequence is VILTDGPERVILAGP. The MHC is DRB4_0101 with pseudo-sequence DRB4_0103. The binding affinity (normalized) is 0.246.